This data is from Full USPTO retrosynthesis dataset with 1.9M reactions from patents (1976-2016). The task is: Predict the reactants needed to synthesize the given product. (1) Given the product [CH3:25][C:24]1[CH:23]=[CH:22][C:21]([NH:26][C:27](=[O:38])[C:28]2[CH:33]=[CH:32][CH:31]=[C:30]([C:34]([F:35])([F:36])[F:37])[CH:29]=2)=[CH:20][C:19]=1[NH:18][C:2]1[N:7]=[C:6]([C:8]2[CH:13]=[N:12][CH:11]=[CH:10][N:9]=2)[N:5]=[C:4]2[N:14]([CH3:17])[N:15]=[CH:16][C:3]=12, predict the reactants needed to synthesize it. The reactants are: Cl[C:2]1[N:7]=[C:6]([C:8]2[CH:13]=[N:12][CH:11]=[CH:10][N:9]=2)[N:5]=[C:4]2[N:14]([CH3:17])[N:15]=[CH:16][C:3]=12.[NH2:18][C:19]1[CH:20]=[C:21]([NH:26][C:27](=[O:38])[C:28]2[CH:33]=[CH:32][CH:31]=[C:30]([C:34]([F:37])([F:36])[F:35])[CH:29]=2)[CH:22]=[CH:23][C:24]=1[CH3:25]. (2) The reactants are: [F:1][C:2]1[CH:10]=[CH:9][CH:8]=[C:7]2[C:3]=1[CH2:4][CH:5]([NH:12]C(=O)OC(C)(C)C)[CH:6]2[OH:11].C(O)(C(F)(F)F)=O. Given the product [NH2:12][CH:5]1[CH2:4][C:3]2[C:7](=[CH:8][CH:9]=[CH:10][C:2]=2[F:1])[CH:6]1[OH:11], predict the reactants needed to synthesize it. (3) Given the product [OH:24][C:9]1[C:8]([CH3:7])=[C:13]([CH:12]=[CH:11][CH:10]=1)[C:14]([N:15]([CH3:22])[C:16]1[CH:21]=[CH:20][CH:19]=[CH:18][CH:17]=1)=[O:23], predict the reactants needed to synthesize it. The reactants are: C([O-])([O-])=O.[K+].[K+].[CH3:7][C:8]1[C:13]([C:14](=[O:23])[N:15]([CH3:22])[C:16]2[CH:21]=[CH:20][CH:19]=[CH:18][CH:17]=2)=[CH:12][CH:11]=[CH:10][C:9]=1[O:24]C(=O)C. (4) Given the product [Cl:8][C:9]1[CH:10]=[CH:11][C:12]([CH2:15][O:16][C:17]2[CH:22]=[CH:21][N:20]([C:23]3[CH:28]=[CH:27][C:26]([O:29][CH2:30][C@@H:31]4[CH2:35][CH2:34][CH2:33][N:32]4[CH2:2][CH3:3])=[CH:25][CH:24]=3)[C:19](=[O:36])[CH:18]=2)=[N:13][CH:14]=1, predict the reactants needed to synthesize it. The reactants are: N1C=CC=[CH:3][C:2]1=O.[Cl:8][C:9]1[CH:10]=[CH:11][C:12]([CH2:15][O:16][C:17]2[CH:22]=[CH:21][N:20]([C:23]3[CH:28]=[CH:27][C:26]([O:29][CH2:30][C@@H:31]4[CH2:35][CH2:34][CH2:33][NH:32]4)=[CH:25][CH:24]=3)[C:19](=[O:36])[CH:18]=2)=[N:13][CH:14]=1. (5) The reactants are: [Br:1][C:2]1[CH:3]=[C:4]([CH:8]=[C:9]([CH3:11])[CH:10]=1)[CH:5]=[N:6]O.C1(P(C2C=CC=CC=2)C2C=CC=CC=2)C=CC=CC=1.C(Cl)(Cl)(Cl)Cl. Given the product [Br:1][C:2]1[CH:3]=[C:4]([CH:8]=[C:9]([CH3:11])[CH:10]=1)[C:5]#[N:6], predict the reactants needed to synthesize it. (6) Given the product [NH2:38][C:24]1[N:25]=[C:26]([C:28]2[CH:37]=[C:36]3[C:31]([CH2:32][CH2:33][N:34]([C:10]([NH:9][CH:7]([C:4]4[CH:5]=[CH:6][N:2]([CH3:1])[N:3]=4)[CH3:8])=[O:11])[CH2:35]3)=[CH:30][CH:29]=2)[CH:27]=[C:22]([N:19]2[CH2:18][CH2:17][N:16]([CH3:15])[CH2:21][CH2:20]2)[N:23]=1, predict the reactants needed to synthesize it. The reactants are: [CH3:1][N:2]1[CH:6]=[CH:5][C:4]([CH:7]([NH2:9])[CH3:8])=[N:3]1.[C:10](Cl)(Cl)=[O:11].Cl.[CH3:15][N:16]1[CH2:21][CH2:20][N:19]([C:22]2[CH:27]=[C:26]([C:28]3[CH:37]=[C:36]4[C:31]([CH2:32][CH2:33][NH:34][CH2:35]4)=[CH:30][CH:29]=3)[N:25]=[C:24]([NH2:38])[N:23]=2)[CH2:18][CH2:17]1.